This data is from Catalyst prediction with 721,799 reactions and 888 catalyst types from USPTO. The task is: Predict which catalyst facilitates the given reaction. (1) Reactant: [N+:1]([C:4]1[CH:18]=[CH:17][C:7]([CH2:8]P(=O)(OCC)OCC)=[CH:6][CH:5]=1)([O-:3])=[O:2].C[O-].[Na+].[CH:22]([C:24]1[CH:33]=[CH:32][C:27]([C:28]([O:30][CH3:31])=[O:29])=[CH:26][CH:25]=1)=O. Product: [N+:1]([C:4]1[CH:5]=[CH:6][C:7](/[CH:8]=[CH:22]/[C:24]2[CH:33]=[CH:32][C:27]([C:28]([O:30][CH3:31])=[O:29])=[CH:26][CH:25]=2)=[CH:17][CH:18]=1)([O-:3])=[O:2]. The catalyst class is: 5. (2) Reactant: [CH2:1]([O:3][C:4]([C:6]1[S:18][C:17]2[C:8](=[C:9]3[C:14](=[CH:15][CH:16]=2)[N:13]=[CH:12][CH:11]=[CH:10]3)[C:7]=1Br)=[O:5])[CH3:2].[NH2:20][CH2:21][C@H:22]([NH:24][C:25](=[O:31])[O:26][C:27]([CH3:30])([CH3:29])[CH3:28])[CH3:23].C(=O)([O-])[O-].[Cs+].[Cs+].C1C=CC(P(C2C(C3C(P(C4C=CC=CC=4)C4C=CC=CC=4)=CC=C4C=3C=CC=C4)=C3C(C=CC=C3)=CC=2)C2C=CC=CC=2)=CC=1. Product: [C:27]([O:26][C:25]([NH:24][C@H:22]([CH3:23])[CH2:21][NH:20][C:7]1[C:8]2=[C:9]3[C:14](=[CH:15][CH:16]=[C:17]2[S:18][C:6]=1[C:4]([O:3][CH2:1][CH3:2])=[O:5])[N:13]=[CH:12][CH:11]=[CH:10]3)=[O:31])([CH3:30])([CH3:29])[CH3:28]. The catalyst class is: 101. (3) Reactant: Cl.[CH3:2][O:3][NH2:4].C1N=CN([C:10](N2C=NC=C2)=[O:11])C=1.CCN(C(C)C)C(C)C.[C:26]([O:30][C:31](=[O:52])[NH:32][CH2:33][CH2:34][C@H:35]([N:37]1[CH2:42][CH2:41][CH:40]([NH:43][CH2:44][C:45]2[CH:50]=[CH:49][CH:48]=[C:47]([Cl:51])[CH:46]=2)[CH2:39][CH2:38]1)[CH3:36])([CH3:29])([CH3:28])[CH3:27]. Product: [C:26]([O:30][C:31](=[O:52])[NH:32][CH2:33][CH2:34][C@H:35]([N:37]1[CH2:38][CH2:39][CH:40]([N:43]([CH2:44][C:45]2[CH:50]=[CH:49][CH:48]=[C:47]([Cl:51])[CH:46]=2)[C:10]([NH:4][O:3][CH3:2])=[O:11])[CH2:41][CH2:42]1)[CH3:36])([CH3:27])([CH3:28])[CH3:29]. The catalyst class is: 23. (4) Reactant: [C:1]([O:5][C:6]([NH:8][C@@H:9]([CH3:22])[CH2:10][O:11][C:12]1[CH:13]=[CH:14][C:15]([C:18]([O:20]C)=[O:19])=[N:16][CH:17]=1)=[O:7])([CH3:4])([CH3:3])[CH3:2].C1COCC1.[OH-].[Na+].Cl. Product: [C:1]([O:5][C:6]([NH:8][C@@H:9]([CH3:22])[CH2:10][O:11][C:12]1[CH:13]=[CH:14][C:15]([C:18]([OH:20])=[O:19])=[N:16][CH:17]=1)=[O:7])([CH3:4])([CH3:2])[CH3:3]. The catalyst class is: 5. (5) Reactant: Cl[C:2]1[N:7]=[CH:6][N:5]=[C:4]2[N:8]([C:11]3[CH:16]=[CH:15][C:14]([O:17][CH3:18])=[CH:13][CH:12]=3)[N:9]=[CH:10][C:3]=12.[NH2:19][C:20]1[CH:21]=[C:22]([CH:38]=[CH:39][C:40]=1[CH3:41])[C:23]([NH:25][C:26]1[CH:31]=[CH:30][C:29]([O:32][CH3:33])=[C:28]([C:34]([F:37])([F:36])[F:35])[CH:27]=1)=[O:24]. Product: [CH3:18][O:17][C:14]1[CH:15]=[CH:16][C:11]([N:8]2[C:4]3=[N:5][CH:6]=[N:7][C:2]([NH:19][C:20]4[CH:21]=[C:22]([CH:38]=[CH:39][C:40]=4[CH3:41])[C:23]([NH:25][C:26]4[CH:31]=[CH:30][C:29]([O:32][CH3:33])=[C:28]([C:34]([F:35])([F:36])[F:37])[CH:27]=4)=[O:24])=[C:3]3[CH:10]=[N:9]2)=[CH:12][CH:13]=1. The catalyst class is: 107. (6) Reactant: [C:1]([O:5][C:6]([N:8]1[CH2:12][CH:11]2[CH:13]([CH2:33]SC(C)C)[CH:14]([NH:16][C:17](=[O:32])[CH2:18][NH:19][C:20](=[O:31])[C:21]3[CH:26]=[CH:25][CH:24]=[C:23]([C:27]([F:30])([F:29])[F:28])[CH:22]=3)[CH2:15][CH:10]2[CH2:9]1)=[O:7])([CH3:4])([CH3:3])[CH3:2].O[O:39][S:40]([O-:42])=O.[K+].C(OCC)(=O)C.[CH:50](O)([CH3:52])[CH3:51]. Product: [C:1]([O:5][C:6]([N:8]1[CH2:12][CH:11]2[CH:13]([CH2:33][S:40]([CH:50]([CH3:52])[CH3:51])(=[O:42])=[O:39])[CH:14]([NH:16][C:17](=[O:32])[CH2:18][NH:19][C:20](=[O:31])[C:21]3[CH:26]=[CH:25][CH:24]=[C:23]([C:27]([F:29])([F:30])[F:28])[CH:22]=3)[CH2:15][CH:10]2[CH2:9]1)=[O:7])([CH3:4])([CH3:2])[CH3:3]. The catalyst class is: 6.